From a dataset of NCI-60 drug combinations with 297,098 pairs across 59 cell lines. Regression. Given two drug SMILES strings and cell line genomic features, predict the synergy score measuring deviation from expected non-interaction effect. (1) Drug 1: CCC1=CC2CC(C3=C(CN(C2)C1)C4=CC=CC=C4N3)(C5=C(C=C6C(=C5)C78CCN9C7C(C=CC9)(C(C(C8N6C)(C(=O)OC)O)OC(=O)C)CC)OC)C(=O)OC.C(C(C(=O)O)O)(C(=O)O)O. Drug 2: CC1=C(C=C(C=C1)C(=O)NC2=CC(=CC(=C2)C(F)(F)F)N3C=C(N=C3)C)NC4=NC=CC(=N4)C5=CN=CC=C5. Cell line: HS 578T. Synergy scores: CSS=56.7, Synergy_ZIP=5.27, Synergy_Bliss=6.15, Synergy_Loewe=-10.1, Synergy_HSA=2.83. (2) Drug 1: C1=NC(=NC(=O)N1C2C(C(C(O2)CO)O)O)N. Drug 2: CN(CCCl)CCCl.Cl. Cell line: SF-295. Synergy scores: CSS=29.9, Synergy_ZIP=-9.79, Synergy_Bliss=-1.49, Synergy_Loewe=2.39, Synergy_HSA=2.91. (3) Drug 1: CC(C1=C(C=CC(=C1Cl)F)Cl)OC2=C(N=CC(=C2)C3=CN(N=C3)C4CCNCC4)N. Drug 2: C1CNP(=O)(OC1)N(CCCl)CCCl. Cell line: UO-31. Synergy scores: CSS=5.98, Synergy_ZIP=-0.299, Synergy_Bliss=2.35, Synergy_Loewe=-7.64, Synergy_HSA=1.07. (4) Drug 1: C1=NC2=C(N=C(N=C2N1C3C(C(C(O3)CO)O)F)Cl)N. Drug 2: CC1CCC2CC(C(=CC=CC=CC(CC(C(=O)C(C(C(=CC(C(=O)CC(OC(=O)C3CCCCN3C(=O)C(=O)C1(O2)O)C(C)CC4CCC(C(C4)OC)OCCO)C)C)O)OC)C)C)C)OC. Cell line: OVCAR-4. Synergy scores: CSS=-0.536, Synergy_ZIP=-1.77, Synergy_Bliss=-3.39, Synergy_Loewe=-4.36, Synergy_HSA=-3.87. (5) Drug 1: C1=CC(=CC=C1CC(C(=O)O)N)N(CCCl)CCCl.Cl. Drug 2: C(CN)CNCCSP(=O)(O)O. Cell line: MALME-3M. Synergy scores: CSS=7.78, Synergy_ZIP=-2.37, Synergy_Bliss=4.73, Synergy_Loewe=-7.17, Synergy_HSA=0.0632. (6) Drug 1: C1=C(C(=O)NC(=O)N1)N(CCCl)CCCl. Drug 2: C1=CC(=CC=C1CCCC(=O)O)N(CCCl)CCCl. Cell line: SK-MEL-2. Synergy scores: CSS=39.6, Synergy_ZIP=3.87, Synergy_Bliss=10.8, Synergy_Loewe=9.18, Synergy_HSA=10.7.